From a dataset of Catalyst prediction with 721,799 reactions and 888 catalyst types from USPTO. Predict which catalyst facilitates the given reaction. (1) Reactant: [C:1]1(=[C:8]([C:22]2[CH:27]=[CH:26][C:25]([OH:28])=[CH:24][CH:23]=2)[C:9]2[CH:14]=[CH:13][C:12]([O:15][CH2:16][C:17](OCC)=[O:18])=[CH:11][CH:10]=2)[CH2:7][CH2:6][CH2:5][CH2:4][CH2:3][CH2:2]1.[H-].[H-].[H-].[H-].[Li+].[Al+3]. Product: [C:1]1(=[C:8]([C:9]2[CH:14]=[CH:13][C:12]([O:15][CH2:16][CH2:17][OH:18])=[CH:11][CH:10]=2)[C:22]2[CH:27]=[CH:26][C:25]([OH:28])=[CH:24][CH:23]=2)[CH2:2][CH2:3][CH2:4][CH2:5][CH2:6][CH2:7]1. The catalyst class is: 1. (2) Reactant: F[C:2]1[CH:3]=[CH:4][C:5]([N+:8]([O-:10])=[O:9])=[N:6][CH:7]=1.[Br:11][C:12]1[CH:13]=[CH:14][C:15]2[N:21]3[C:22]([CH3:25])=[N:23][N:24]=[C:20]3[C@H:19]([CH3:26])[CH2:18][NH:17][C:16]=2[CH:27]=1.C([O-])(C)(C)C.[K+]. Product: [Br:11][C:12]1[CH:13]=[CH:14][C:15]2[N:21]3[C:22]([CH3:25])=[N:23][N:24]=[C:20]3[C@H:19]([CH3:26])[CH2:18][N:17]([C:2]3[CH:7]=[N:6][C:5]([N+:8]([O-:10])=[O:9])=[CH:4][CH:3]=3)[C:16]=2[CH:27]=1. The catalyst class is: 58. (3) Reactant: [Si]([O:8][C:9]1[CH:10]=[CH:11][C:12]([CH:36]2[CH2:45][CH2:44][C:43]3[C:38](=[CH:39][CH:40]=[C:41]([O:46][Si](C(C)(C)C)(C)C)[CH:42]=3)[CH2:37]2)=[C:13]([N:15]([CH2:33][CH2:34][F:35])[CH2:16][C:17]2[CH:22]=[CH:21][C:20]([O:23][CH2:24][CH2:25][N:26]3[CH2:31][CH2:30][CH2:29][CH2:28][CH2:27]3)=[C:19]([F:32])[CH:18]=2)[CH:14]=1)(C(C)(C)C)(C)C.[F-].C([N+](CCCC)(CCCC)CCCC)CCC.Cl.CO.N. Product: [F:35][CH2:34][CH2:33][N:15]([CH2:16][C:17]1[CH:22]=[CH:21][C:20]([O:23][CH2:24][CH2:25][N:26]2[CH2:27][CH2:28][CH2:29][CH2:30][CH2:31]2)=[C:19]([F:32])[CH:18]=1)[C:13]1[CH:14]=[C:9]([OH:8])[CH:10]=[CH:11][C:12]=1[CH:36]1[CH2:45][CH2:44][C:43]2[CH:42]=[C:41]([OH:46])[CH:40]=[CH:39][C:38]=2[CH2:37]1. The catalyst class is: 7. (4) Reactant: [F:1][C:2]([F:12])([F:11])[C:3](=[O:10])[CH2:4][C:5]([O:7][CH2:8][CH3:9])=[O:6].[H-].[Na+].F[C:16]1[CH:24]=[CH:23][C:22]([C:25]([F:28])([F:27])[F:26])=[CH:21][C:17]=1[C:18](Cl)=[O:19]. Product: [F:1][C:2]([F:11])([F:12])[C:3]1[O:10][C:16]2[CH:24]=[CH:23][C:22]([C:25]([F:26])([F:28])[F:27])=[CH:21][C:17]=2[C:18](=[O:19])[C:4]=1[C:5]([O:7][CH2:8][CH3:9])=[O:6]. The catalyst class is: 715. (5) Reactant: [C:1]([O:5][C:6]([NH:8][C@H:9]([C:17]([OH:19])=[O:18])[CH2:10][C:11]1[CH:16]=[CH:15][CH:14]=[CH:13][CH:12]=1)=[O:7])([CH3:4])([CH3:3])[CH3:2].[CH2:20](O)[C:21]1[CH:26]=[CH:25][CH:24]=[CH:23][CH:22]=1.CCN=C=NCCCN(C)C.Cl. The catalyst class is: 172. Product: [CH2:20]([O:18][C:17](=[O:19])[C@H:9]([CH2:10][C:11]1[CH:16]=[CH:15][CH:14]=[CH:13][CH:12]=1)[NH:8][C:6]([O:5][C:1]([CH3:4])([CH3:2])[CH3:3])=[O:7])[C:21]1[CH:26]=[CH:25][CH:24]=[CH:23][CH:22]=1. (6) Reactant: C[Si]([N-][Si](C)(C)C)(C)C.[Na+].[O:11]1[CH2:15][CH2:14][O:13][CH:12]1[C:16]1[CH:17]=[CH:18][C:19]([O:36][C:37]([F:40])([F:39])[F:38])=[C:20]([C:22]2[CH:31]=[C:30]3[C:25]([C:26]([CH3:34])([CH3:33])[CH2:27][CH2:28][C:29]3=[O:32])=[CH:24][C:23]=2[CH3:35])[CH:21]=1.C1C=CC(N([S:48]([C:51]([F:54])([F:53])[F:52])(=[O:50])=[O:49])[S:48]([C:51]([F:54])([F:53])[F:52])(=[O:50])=[O:49])=CC=1. Product: [O:11]1[CH2:15][CH2:14][O:13][CH:12]1[C:16]1[CH:17]=[CH:18][C:19]([O:36][C:37]([F:38])([F:39])[F:40])=[C:20]([C:22]2[CH:31]=[C:30]3[C:25]([C:26]([CH3:34])([CH3:33])[CH2:27][CH:28]=[C:29]3[O:32][S:48]([C:51]([F:54])([F:53])[F:52])(=[O:50])=[O:49])=[CH:24][C:23]=2[CH3:35])[CH:21]=1. The catalyst class is: 1. (7) Reactant: [CH2:1]([N:5]([CH2:9][CH2:10][CH2:11][N:12]1[CH2:17][CH2:16][N:15]([CH2:18][CH2:19][CH2:20][N:21]([CH2:23][C:24]2[CH:29]=[CH:28][C:27]([O:30][CH3:31])=[CH:26][CH:25]=2)[CH3:22])[CH2:14][CH2:13]1)[CH2:6][CH2:7][NH2:8])[CH:2]([CH3:4])[CH3:3].C(N(CC)CC)C.C1C(=O)N([O:46][C:47]([CH2:49][CH2:50][CH2:51][CH2:52][C@@H:53]2[S:57][CH2:56][C@@H:55]3[NH:58][C:59]([NH:61][C@H:54]23)=[O:60])=O)C(=O)C1. Product: [CH2:1]([N:5]([CH2:9][CH2:10][CH2:11][N:12]1[CH2:13][CH2:14][N:15]([CH2:18][CH2:19][CH2:20][N:21]([CH2:23][C:24]2[CH:25]=[CH:26][C:27]([O:30][CH3:31])=[CH:28][CH:29]=2)[CH3:22])[CH2:16][CH2:17]1)[CH2:6][CH2:7][NH:8][C:47](=[O:46])[CH2:49][CH2:50][CH2:51][CH2:52][CH:53]1[CH:54]2[CH:55]([NH:58][C:59](=[O:60])[NH:61]2)[CH2:56][S:57]1)[CH:2]([CH3:3])[CH3:4]. The catalyst class is: 3. (8) Reactant: [Cl:1][C:2]1[C:11]([C:12](=[O:14])[CH3:13])=[CH:10][C:9]2[C:4](=[C:5]([F:15])[CH:6]=[CH:7][CH:8]=2)[N:3]=1. Product: [Cl:1][C:2]1[C:11]([C@H:12]([OH:14])[CH3:13])=[CH:10][C:9]2[C:4](=[C:5]([F:15])[CH:6]=[CH:7][CH:8]=2)[N:3]=1. The catalyst class is: 1.